This data is from Catalyst prediction with 721,799 reactions and 888 catalyst types from USPTO. The task is: Predict which catalyst facilitates the given reaction. (1) Reactant: [CH3:1][O:2][C:3](=[O:31])[CH2:4][O:5][C:6]1[CH:15]=[CH:14][C:13]([Cl:16])=[C:12]2[C:7]=1[C:8]([CH3:30])=[C:9]([CH2:18][C:19]1[CH:24]=[CH:23][C:22]([N:25]3[CH:29]=[CH:28][CH:27]=[N:26]3)=[CH:21][CH:20]=1)[C:10](=[O:17])[NH:11]2.[C:32](=O)([O-])[O-].[K+].[K+].IC.CN(C)C=O. Product: [CH3:1][O:2][C:3](=[O:31])[CH2:4][O:5][C:6]1[CH:15]=[CH:14][C:13]([Cl:16])=[C:12]2[C:7]=1[C:8]([CH3:30])=[C:9]([CH2:18][C:19]1[CH:24]=[CH:23][C:22]([N:25]3[CH:29]=[CH:28][CH:27]=[N:26]3)=[CH:21][CH:20]=1)[C:10]([O:17][CH3:32])=[N:11]2. The catalyst class is: 211. (2) Reactant: [H-].[Na+].[CH2:3]([O:10][C:11]([N:13]1[CH2:18][CH:17]([O:19][CH2:20][C:21]2[CH:22]=[CH:23][C:24]3[O:29][CH2:28][CH2:27][N:26]([CH2:30][CH2:31][CH2:32][O:33][CH3:34])[C:25]=3[CH:35]=2)[CH:16]([C:36]2[CH:41]=[CH:40][C:39]([O:42][CH3:43])=[CH:38][CH:37]=2)[CH:15]([OH:44])[CH2:14]1)=[O:12])[C:4]1[CH:9]=[CH:8][CH:7]=[CH:6][CH:5]=1.[Cl:45][C:46]1[CH:51]=[CH:50][C:49](F)=[CH:48][CH:47]=1. Product: [CH2:3]([O:10][C:11]([N:13]1[CH2:18][CH:17]([O:19][CH2:20][C:21]2[CH:22]=[CH:23][C:24]3[O:29][CH2:28][CH2:27][N:26]([CH2:30][CH2:31][CH2:32][O:33][CH3:34])[C:25]=3[CH:35]=2)[CH:16]([C:36]2[CH:41]=[CH:40][C:39]([O:42][CH3:43])=[CH:38][CH:37]=2)[CH:15]([O:44][C:49]2[CH:50]=[CH:51][C:46]([Cl:45])=[CH:47][CH:48]=2)[CH2:14]1)=[O:12])[C:4]1[CH:9]=[CH:8][CH:7]=[CH:6][CH:5]=1. The catalyst class is: 9.